Dataset: NCI-60 drug combinations with 297,098 pairs across 59 cell lines. Task: Regression. Given two drug SMILES strings and cell line genomic features, predict the synergy score measuring deviation from expected non-interaction effect. (1) Drug 1: CN1CCC(CC1)COC2=C(C=C3C(=C2)N=CN=C3NC4=C(C=C(C=C4)Br)F)OC. Drug 2: CC1=C2C(C(=O)C3(C(CC4C(C3C(C(C2(C)C)(CC1OC(=O)C(C(C5=CC=CC=C5)NC(=O)C6=CC=CC=C6)O)O)OC(=O)C7=CC=CC=C7)(CO4)OC(=O)C)O)C)OC(=O)C. Cell line: SF-539. Synergy scores: CSS=59.8, Synergy_ZIP=0.848, Synergy_Bliss=-0.0554, Synergy_Loewe=-9.05, Synergy_HSA=0.975. (2) Drug 1: CC1=C(C=C(C=C1)NC2=NC=CC(=N2)N(C)C3=CC4=NN(C(=C4C=C3)C)C)S(=O)(=O)N.Cl. Drug 2: C1=CC(=CC=C1CCCC(=O)O)N(CCCl)CCCl. Cell line: SF-539. Synergy scores: CSS=24.1, Synergy_ZIP=-3.58, Synergy_Bliss=-2.27, Synergy_Loewe=1.98, Synergy_HSA=2.40. (3) Drug 2: C1C(C(OC1N2C=NC(=NC2=O)N)CO)O. Cell line: RXF 393. Synergy scores: CSS=15.1, Synergy_ZIP=-5.27, Synergy_Bliss=-2.23, Synergy_Loewe=-2.39, Synergy_HSA=-1.44. Drug 1: C1=NC(=NC(=O)N1C2C(C(C(O2)CO)O)O)N. (4) Drug 1: CC1=CC=C(C=C1)C2=CC(=NN2C3=CC=C(C=C3)S(=O)(=O)N)C(F)(F)F. Drug 2: CC1=C(C(=O)C2=C(C1=O)N3CC4C(C3(C2COC(=O)N)OC)N4)N. Cell line: CAKI-1. Synergy scores: CSS=36.5, Synergy_ZIP=1.05, Synergy_Bliss=0.699, Synergy_Loewe=-43.0, Synergy_HSA=-1.86.